Dataset: CYP2D6 inhibition data for predicting drug metabolism from PubChem BioAssay. Task: Regression/Classification. Given a drug SMILES string, predict its absorption, distribution, metabolism, or excretion properties. Task type varies by dataset: regression for continuous measurements (e.g., permeability, clearance, half-life) or binary classification for categorical outcomes (e.g., BBB penetration, CYP inhibition). Dataset: cyp2d6_veith. The drug is Cc1ccc(N=Cc2nc(/C=C/c3cccc([N+](=O)[O-])c3)oc2O)cc1. The result is 0 (non-inhibitor).